The task is: Predict which catalyst facilitates the given reaction.. This data is from Catalyst prediction with 721,799 reactions and 888 catalyst types from USPTO. (1) Reactant: [CH3:1][O:2][C:3]1[CH:4]=[C:5]([CH2:11][CH:12]([NH2:15])[CH2:13][CH3:14])[CH:6]=[CH:7][C:8]=1[O:9][CH3:10].[CH:16](OCC)=[O:17].C(N(CC)CC)C. Product: [CH3:1][O:2][C:3]1[CH:4]=[C:5]([CH2:11][CH:12]([NH:15][CH:16]=[O:17])[CH2:13][CH3:14])[CH:6]=[CH:7][C:8]=1[O:9][CH3:10]. The catalyst class is: 8. (2) Reactant: [F:1][C:2]1[CH:3]=[C:4]2[C:8](=[CH:9][CH:10]=1)[N:7]([CH2:11][C@@H:12]([NH:18][C:19](=[O:35])[C@@H:20]([NH:25][C:26](=[O:34])[C:27]1[CH:32]=[CH:31][CH:30]=[C:29]([CH3:33])[CH:28]=1)[CH2:21][CH:22]([CH3:24])[CH3:23])[CH2:13][CH2:14][C:15](O)=[O:16])[CH2:6][CH2:5]2.O1CCOCC1.N.C[N:44](C(ON1N=NC2C=CC=NC1=2)=[N+](C)C)C.F[P-](F)(F)(F)(F)F. Product: [C:15]([CH2:14][CH2:13][C@H:12]([NH:18][C:19]([C@@H:20]([NH:25][C:26](=[O:34])[C:27]1[CH:32]=[CH:31][CH:30]=[C:29]([CH3:33])[CH:28]=1)[CH2:21][CH:22]([CH3:23])[CH3:24])=[O:35])[CH2:11][N:7]1[C:8]2[C:4](=[CH:3][C:2]([F:1])=[CH:10][CH:9]=2)[CH2:5][CH2:6]1)(=[O:16])[NH2:44]. The catalyst class is: 13. (3) Reactant: Br[C:2]1[C:10]2[C:5](=[C:6]([Br:24])[CH:7]=[C:8]([CH2:13][C@@H:14]([CH2:19][C:20]([O:22][CH3:23])=[O:21])[C:15]([O:17][CH3:18])=[O:16])[C:9]=2CO)[NH:4][N:3]=1.O.C1(C)C=CC(S(O)(=O)=O)=CC=1. Product: [Br:24][C:6]1[C:5]2[NH:4][N:3]=[CH:2][C:10]=2[C:9]2[CH2:18][O:17][C:15](=[O:16])[C@H:14]([CH2:19][C:20]([O:22][CH3:23])=[O:21])[CH2:13][C:8]=2[CH:7]=1. The catalyst class is: 133. (4) Reactant: [CH3:1][C:2]1[CH:10]=[C:9]([N+:11]([O-])=O)[CH:8]=[CH:7][C:3]=1[C:4]([OH:6])=[O:5]. Product: [NH2:11][C:9]1[CH:8]=[CH:7][C:3]([C:4]([OH:6])=[O:5])=[C:2]([CH3:1])[CH:10]=1. The catalyst class is: 129.